Regression/Classification. Given a drug SMILES string, predict its toxicity properties. Task type varies by dataset: regression for continuous values (e.g., LD50, hERG inhibition percentage) or binary classification for toxic/non-toxic outcomes (e.g., AMES mutagenicity, cardiotoxicity, hepatotoxicity). Dataset: ld50_zhu. From a dataset of Acute oral toxicity (LD50) regression data from Zhu et al.. (1) The molecule is CC(=C1CCOC(=O)S1)N(C=O)Cc1cnc(C)nc1N. The rat oral LD50 is 1.61, given as -log10 of the dose in mol/kg body weight (higher means more acutely toxic). (2) The compound is Cc1ncc2n1-c1ccc(Cl)cc1C(c1ccccc1F)=NC2. The rat oral LD50 is 2.31, given as -log10 of the dose in mol/kg body weight (higher means more acutely toxic).